This data is from Full USPTO retrosynthesis dataset with 1.9M reactions from patents (1976-2016). The task is: Predict the reactants needed to synthesize the given product. (1) Given the product [CH:10]1[C:19]2[C:14](=[CH:15][CH:16]=[CH:17][CH:18]=2)[CH:13]=[CH:12][C:11]=1[CH:20]=[N:3][NH:2][C:1]([O:5][C:6]([CH3:9])([CH3:8])[CH3:7])=[O:4], predict the reactants needed to synthesize it. The reactants are: [C:1]([O:5][C:6]([CH3:9])([CH3:8])[CH3:7])(=[O:4])[NH:2][NH2:3].[CH:10]1[C:19]2[C:14](=[CH:15][CH:16]=[CH:17][CH:18]=2)[CH:13]=[CH:12][C:11]=1[CH:20]=O. (2) Given the product [F:1][C:2]1[CH:7]=[CH:6][C:5]([C:8]2[CH:9]=[C:10]([C:14]3[CH:19]=[CH:18][CH:17]=[CH:16][CH:15]=3)[N:11]=[N:12][CH:13]=2)=[CH:4][C:3]=1[O:20][CH2:29][C:28]1[N:24]([CH3:23])[N:25]=[CH:26][N:27]=1, predict the reactants needed to synthesize it. The reactants are: [F:1][C:2]1[CH:7]=[CH:6][C:5]([C:8]2[CH:9]=[C:10]([C:14]3[CH:19]=[CH:18][CH:17]=[CH:16][CH:15]=3)[N:11]=[N:12][CH:13]=2)=[CH:4][C:3]=1[OH:20].[H-].[Na+].[CH3:23][N:24]1[C:28]([CH2:29]O)=[N:27][CH:26]=[N:25]1.O. (3) Given the product [I:1][C:2]1[CH:13]=[CH:12][CH:11]=[C:10]2[C:3]=1[CH2:4][CH2:5][N:6]=[C:7]2[CH3:8], predict the reactants needed to synthesize it. The reactants are: [I:1][C:2]1[CH:13]=[CH:12][CH:11]=[CH:10][C:3]=1[CH2:4][CH2:5][NH:6][C:7](=O)[CH3:8].IC1C=CC=CC=1CCN.CC(OC(C)=O)=O. (4) Given the product [CH2:31]([N:24]([CH:25]1[CH2:30][CH2:29][O:28][CH2:27][CH2:26]1)[C:4]1[C:5]([CH3:23])=[C:6]([CH:22]=[C:2]([C:41]2[CH:46]=[N:45][C:44]([CH:47]=[O:48])=[CH:43][CH:42]=2)[CH:3]=1)[C:7]([NH:9][CH2:10][C:11]1[C:12](=[O:21])[NH:13][C:14]([CH3:20])=[CH:15][C:16]=1[CH:17]([CH3:19])[CH3:18])=[O:8])[CH3:32], predict the reactants needed to synthesize it. The reactants are: Br[C:2]1[CH:3]=[C:4]([N:24]([CH2:31][CH3:32])[CH:25]2[CH2:30][CH2:29][O:28][CH2:27][CH2:26]2)[C:5]([CH3:23])=[C:6]([CH:22]=1)[C:7]([NH:9][CH2:10][C:11]1[C:12](=[O:21])[NH:13][C:14]([CH3:20])=[CH:15][C:16]=1[CH:17]([CH3:19])[CH3:18])=[O:8].CC1(C)C(C)(C)OB([C:41]2[CH:42]=[CH:43][C:44]([CH:47]=[O:48])=[N:45][CH:46]=2)O1.C([O-])([O-])=O.[Na+].[Na+].